The task is: Binary Classification. Given a T-cell receptor sequence (or CDR3 region) and an epitope sequence, predict whether binding occurs between them.. This data is from TCR-epitope binding with 47,182 pairs between 192 epitopes and 23,139 TCRs. (1) The epitope is KAFSPEVIPMF. The TCR CDR3 sequence is CASSPRTSGGTDTQYF. Result: 0 (the TCR does not bind to the epitope). (2) The epitope is YLQPRTFLL. The TCR CDR3 sequence is CASSLRAGGSSYNEQFF. Result: 0 (the TCR does not bind to the epitope).